This data is from Reaction yield outcomes from USPTO patents with 853,638 reactions. The task is: Predict the reaction yield, written as a fraction of the theoretical maximum amount of product (1.0 means a 100% yield; for example, 0.34 means a 34% yield). (1) The product is [C:13]1([C:8]23[CH2:7][CH2:6][C:5]([CH2:4][C:3]([O:2][CH3:1])=[O:20])([CH2:12][CH2:11]2)[CH2:10][CH2:9]3)[CH:18]=[CH:17][CH:16]=[CH:15][CH:14]=1. The reactants are [CH3:1][O:2][CH:3]=[CH:4][C:5]12[CH2:12][CH2:11][C:8]([C:13]3[CH:18]=[CH:17][CH:16]=[CH:15][CH:14]=3)([CH2:9][CH2:10]1)[CH2:7][CH2:6]2.[Cr](Cl)([O-])(=O)=[O:20].[NH+]1C=CC=CC=1. The catalyst is C(Cl)Cl. The yield is 0.590. (2) The product is [F:21][C:22]1[CH:27]=[CH:26][C:25]([C:6]2[CH2:7][CH2:8][N:9]([C:12]([O:14][C:15]([CH3:16])([CH3:17])[CH3:18])=[O:13])[CH2:10][CH:11]=2)=[CH:24][CH:23]=1. The reactants are FC(F)(F)C(O[C:6]1[CH2:7][CH2:8][N:9]([C:12]([O:14][C:15]([CH3:18])([CH3:17])[CH3:16])=[O:13])[CH2:10][CH:11]=1)=O.[F:21][C:22]1[CH:27]=[CH:26][C:25](B(O)O)=[CH:24][CH:23]=1.[F-].[Cs+]. The catalyst is COCCOC.CO.C1C=CC([P]([Pd]([P](C2C=CC=CC=2)(C2C=CC=CC=2)C2C=CC=CC=2)([P](C2C=CC=CC=2)(C2C=CC=CC=2)C2C=CC=CC=2)[P](C2C=CC=CC=2)(C2C=CC=CC=2)C2C=CC=CC=2)(C2C=CC=CC=2)C2C=CC=CC=2)=CC=1. The yield is 0.780. (3) The reactants are [Cl:1][C:2]1[S:6][C:5]([S:7]([NH:10][C@H:11]([CH:19]=[O:20])[C@H:12]([CH3:18])[CH2:13][C:14]([F:17])([F:16])[F:15])(=[O:9])=[O:8])=[CH:4][CH:3]=1.[CH3:21][Mg]Br.CCOC(C)=O.CCCCCC. The catalyst is C1COCC1. The product is [Cl:1][C:2]1[S:6][C:5]([S:7]([NH:10][C@H:11]([CH:19]([OH:20])[CH3:21])[C@H:12]([CH3:18])[CH2:13][C:14]([F:15])([F:16])[F:17])(=[O:9])=[O:8])=[CH:4][CH:3]=1. The yield is 0.495. (4) The reactants are [N:1]1[CH:6]=[CH:5][CH:4]=[CH:3][C:2]=1[C:7]1[N:11]=[C:10]([C:12]2[CH:17]=[C:16]([OH:18])[CH:15]=[C:14]([C:19]#[N:20])[CH:13]=2)[O:9][N:8]=1.C(=O)([O-])[O-].[K+].[K+].I[CH2:28][C:29]([F:32])([F:31])[F:30]. The catalyst is CN(C)C=O.ClCCl. The product is [N:1]1[CH:6]=[CH:5][CH:4]=[CH:3][C:2]=1[C:7]1[N:11]=[C:10]([C:12]2[CH:17]=[C:16]([O:18][CH2:28][C:29]([F:32])([F:31])[F:30])[CH:15]=[C:14]([C:19]#[N:20])[CH:13]=2)[O:9][N:8]=1. The yield is 0.270. (5) The yield is 0.120. The product is [Br:14][CH2:15][C:16]([C:3]1[C:4]2[C:5](=[N:6][CH:7]=[CH:8][CH:9]=2)[NH:1][CH:2]=1)=[O:17]. The reactants are [NH:1]1[C:5]2=[N:6][CH:7]=[CH:8][CH:9]=[C:4]2[CH:3]=[CH:2]1.[Cl-].[Al+3].[Cl-].[Cl-].[Br:14][CH2:15][C:16](Br)=[O:17]. The catalyst is O. (6) The reactants are [CH:1]1([C:4]2[CH:5]=[CH:6][C:7]([C:15]([OH:17])=O)=[N:8][C:9]=2[S:10][CH2:11][CH:12]([CH3:14])[CH3:13])[CH2:3][CH2:2]1.[NH2:18][C:19]1([CH2:25][C:26]([NH2:28])=[O:27])[CH2:22][S:21](=[O:24])(=[O:23])[CH2:20]1.CN(C(ON1N=NC2C=CC=CC1=2)=[N+](C)C)C.[B-](F)(F)(F)F.CCN(C(C)C)C(C)C. No catalyst specified. The product is [NH2:28][C:26](=[O:27])[CH2:25][C:19]1([NH:18][C:15]([C:7]2[CH:6]=[CH:5][C:4]([CH:1]3[CH2:2][CH2:3]3)=[C:9]([S:10][CH2:11][CH:12]([CH3:13])[CH3:14])[N:8]=2)=[O:17])[CH2:20][S:21](=[O:23])(=[O:24])[CH2:22]1. The yield is 0.410. (7) The reactants are Br[CH2:2][C:3]([NH2:5])=[O:4].CN(C=O)C.C(=O)([O-])[O-].[Cs+].[Cs+].[OH:17][C:18]1[CH:27]=[CH:26][C:21]([C:22]([O:24][CH3:25])=[O:23])=[C:20]([O:28][CH3:29])[CH:19]=1. The catalyst is C(Cl)Cl. The product is [NH2:5][C:3](=[O:4])[CH2:2][O:17][C:18]1[CH:27]=[CH:26][C:21]([C:22]([O:24][CH3:25])=[O:23])=[C:20]([O:28][CH3:29])[CH:19]=1. The yield is 0.780.